Dataset: Full USPTO retrosynthesis dataset with 1.9M reactions from patents (1976-2016). Task: Predict the reactants needed to synthesize the given product. (1) Given the product [C:25]([C:9]1[NH:8][C:12]([C:13]2[CH:14]=[CH:15][C:16]([NH:19][S:20]([CH2:23][CH3:24])(=[O:22])=[O:21])=[CH:17][CH:18]=2)=[CH:11][CH:10]=1)#[N:26], predict the reactants needed to synthesize it. The reactants are: C(OC([N:8]1[C:12]([C:13]2[CH:18]=[CH:17][C:16]([NH:19][S:20]([CH2:23][CH3:24])(=[O:22])=[O:21])=[CH:15][CH:14]=2)=[CH:11][CH:10]=[C:9]1[C:25]#[N:26])=O)(C)(C)C. (2) Given the product [I:1][C:2]1[CH:14]=[CH:13][C:5]([O:6][CH:7]2[CH2:12][CH2:11][O:10][CH2:9][CH2:8]2)=[C:4]([NH2:15])[CH:3]=1, predict the reactants needed to synthesize it. The reactants are: [I:1][C:2]1[CH:14]=[CH:13][C:5]([O:6][CH:7]2[CH2:12][CH2:11][O:10][CH2:9][CH2:8]2)=[C:4]([N+:15]([O-])=O)[CH:3]=1. (3) The reactants are: [F:1][C:2]1[CH:7]=[CH:6][C:5]([N:8]2[C:12]([C:13]([OH:15])=[O:14])=[CH:11][N:10]=[C:9]2C2C(F)=CC=C(F)C=2F)=[CH:4][CH:3]=1.FC1C=CC(N2C(C=O)=CN=[C:33]2[C:39](C)([CH3:50])[CH2:40][C:41]2[C:46]([F:47])=[CH:45][CH:44]=[C:43]([F:48])[C:42]=2[F:49])=CC=1.CC(=CC)C.Cl([O-])=O.[Na+].OP([O-])(O)=O.[Na+]. Given the product [F:1][C:2]1[CH:7]=[CH:6][C:5]([N:8]2[C:12]([C:13]([OH:15])=[O:14])=[CH:11][N:10]=[C:9]2[C:39]([CH3:50])([CH3:33])[CH2:40][C:41]2[C:46]([F:47])=[CH:45][CH:44]=[C:43]([F:48])[C:42]=2[F:49])=[CH:4][CH:3]=1, predict the reactants needed to synthesize it.